Dataset: Peptide-MHC class II binding affinity with 134,281 pairs from IEDB. Task: Regression. Given a peptide amino acid sequence and an MHC pseudo amino acid sequence, predict their binding affinity value. This is MHC class II binding data. (1) The peptide sequence is EKKYFAATQFETLAA. The MHC is HLA-DPA10201-DPB10501 with pseudo-sequence HLA-DPA10201-DPB10501. The binding affinity (normalized) is 0.841. (2) The peptide sequence is LIGPTPVNIIGRNLLTQLGC. The MHC is HLA-DPA10201-DPB10101 with pseudo-sequence HLA-DPA10201-DPB10101. The binding affinity (normalized) is 0.347. (3) The peptide sequence is SGLFQLIFFLTLAGR. The MHC is H-2-IAb with pseudo-sequence H-2-IAb. The binding affinity (normalized) is 0. (4) The peptide sequence is FKIMLKALSHLSLGL. The MHC is DRB5_0101 with pseudo-sequence DRB5_0101. The binding affinity (normalized) is 0.962. (5) The peptide sequence is DISWESDAEITGSSERV. The MHC is DRB1_0401 with pseudo-sequence DRB1_0401. The binding affinity (normalized) is 0. (6) The peptide sequence is EKKYFAATQFEPLAL. The MHC is HLA-DPA10201-DPB11401 with pseudo-sequence HLA-DPA10201-DPB11401. The binding affinity (normalized) is 0.742. (7) The peptide sequence is MDKFLANVSTVLTGK. The MHC is DRB1_0802 with pseudo-sequence DRB1_0802. The binding affinity (normalized) is 0.759.